Dataset: Full USPTO retrosynthesis dataset with 1.9M reactions from patents (1976-2016). Task: Predict the reactants needed to synthesize the given product. (1) The reactants are: [O:1]1[CH:5]=[CH:4][CH:3]=[CH:2]1.[Li]CCCC.[P:11](Cl)([O:16][CH2:17][CH3:18])([O:13][CH2:14][CH3:15])=[O:12]. Given the product [O:1]1[CH:5]=[CH:4][CH:3]=[C:2]1[P:11]([O:16][CH2:17][CH3:18])(=[O:12])[O:13][CH2:14][CH3:15], predict the reactants needed to synthesize it. (2) Given the product [Cl:1][C:2]1[CH:7]=[CH:6][C:5]([CH:8]([NH:22][C:23]2[CH:24]=[CH:25][C:26](=[O:30])[N:27]([CH3:29])[N:28]=2)[C:9]2[C:10]([C:16]([O:18][CH2:19][CH3:20])=[O:17])=[N:11][N:12]([CH3:15])[C:13]=2[CH3:14])=[CH:4][CH:3]=1, predict the reactants needed to synthesize it. The reactants are: [Cl:1][C:2]1[CH:7]=[CH:6][C:5]([CH:8](O)[C:9]2[C:10]([C:16]([O:18][CH2:19][CH3:20])=[O:17])=[N:11][N:12]([CH3:15])[C:13]=2[CH3:14])=[CH:4][CH:3]=1.[NH2:22][C:23]1[CH:24]=[CH:25][C:26](=[O:30])[N:27]([CH3:29])[N:28]=1. (3) Given the product [CH3:10][C:9]([O:8][C:6]([NH:5][CH2:4][C:3]#[N:2])=[O:7])([CH3:12])[CH3:11], predict the reactants needed to synthesize it. The reactants are: Cl.[NH2:2][CH2:3][C:4]#[N:5].[C:6](O[C:6]([O:8][C:9]([CH3:12])([CH3:11])[CH3:10])=[O:7])([O:8][C:9]([CH3:12])([CH3:11])[CH3:10])=[O:7].